From a dataset of Catalyst prediction with 721,799 reactions and 888 catalyst types from USPTO. Predict which catalyst facilitates the given reaction. (1) Product: [NH2:1][CH:2]1[CH2:3][CH2:4][N:5]([S:8]([C:11]2[CH:12]=[C:13]([CH:16]=[CH:17][C:18]=2[O:19][C:20]2[CH:21]=[C:22]([Cl:27])[CH:23]=[C:24]([Cl:26])[CH:25]=2)[C:14]#[N:15])(=[O:10])=[O:9])[CH2:6][CH2:7]1.[Cl:34][CH2:35][CH2:36][NH:37][C:38]([NH:1][CH:2]1[CH2:3][CH2:4][N:5]([S:8]([C:11]2[CH:12]=[C:13]([C:14]#[N:15])[CH:16]=[CH:17][C:18]=2[O:19][C:20]2[CH:21]=[C:22]([Cl:27])[CH:23]=[C:24]([Cl:26])[CH:25]=2)(=[O:10])=[O:9])[CH2:6][CH2:7]1)=[O:39]. Reactant: [NH2:1][CH:2]1[CH2:7][CH2:6][N:5]([S:8]([C:11]2[CH:12]=[C:13]([CH:16]=[CH:17][C:18]=2[O:19][C:20]2[CH:25]=[C:24]([Cl:26])[CH:23]=[C:22]([Cl:27])[CH:21]=2)[C:14]#[N:15])(=[O:10])=[O:9])[CH2:4][CH2:3]1.C(=O)([O-])[O-].[K+].[K+].[Cl:34][CH2:35][CH2:36][N:37]=[C:38]=[O:39]. The catalyst class is: 1. (2) Reactant: [NH:1]=[N+:2]=[N-:3].[F:4][C:5]1[CH:6]=[C:7]([C:12](O)([CH3:14])[CH3:13])[CH:8]=[C:9]([F:11])[CH:10]=1.C(O)(C(F)(F)F)=O.[OH-].[Na+]. Product: [N:1]([C:12]([C:7]1[CH:8]=[C:9]([F:11])[CH:10]=[C:5]([F:4])[CH:6]=1)([CH3:14])[CH3:13])=[N+:2]=[N-:3]. The catalyst class is: 22. (3) Reactant: [Br:1]NC(=O)C.[F:6][C:7]1[CH:12]=[CH:11][C:10]([C:13]2[C:14]3[CH:21]=[CH:20][C:19]([O:22][CH3:23])=[CH:18][C:15]=3[S:16][CH:17]=2)=[CH:9][CH:8]=1. Product: [Br:1][C:17]1[S:16][C:15]2[CH:18]=[C:19]([O:22][CH3:23])[CH:20]=[CH:21][C:14]=2[C:13]=1[C:10]1[CH:11]=[CH:12][C:7]([F:6])=[CH:8][CH:9]=1. The catalyst class is: 511. (4) Reactant: [CH3:1][C:2]1([NH:8][C:9](=[O:18])[O:10][CH2:11][C:12]2[CH:17]=[CH:16][CH:15]=[CH:14][CH:13]=2)[CH2:7][CH2:6][NH:5][CH2:4][CH2:3]1.FC(F)(F)S(O[C:25]1[CH:26]=[CH:27][CH:28]=[C:29]2[C:34]=1[N:33]=[C:32]([C:35]1[N:39]3[CH:40]=[CH:41][C:42]([O:44][CH2:45][CH2:46][O:47][CH3:48])=[CH:43][C:38]3=[N:37][CH:36]=1)[CH:31]=[CH:30]2)(=O)=O.C([O-])([O-])=O.[Cs+].[Cs+].C1C=CC(P(C2C(C3C(P(C4C=CC=CC=4)C4C=CC=CC=4)=CC=C4C=3C=CC=C4)=C3C(C=CC=C3)=CC=2)C2C=CC=CC=2)=CC=1. Product: [CH3:48][O:47][CH2:46][CH2:45][O:44][C:42]1[CH:41]=[CH:40][N:39]2[C:35]([C:32]3[CH:31]=[CH:30][C:29]4[C:34](=[C:25]([N:5]5[CH2:4][CH2:3][C:2]([NH:8][C:9](=[O:18])[O:10][CH2:11][C:12]6[CH:17]=[CH:16][CH:15]=[CH:14][CH:13]=6)([CH3:1])[CH2:7][CH2:6]5)[CH:26]=[CH:27][CH:28]=4)[N:33]=3)=[CH:36][N:37]=[C:38]2[CH:43]=1. The catalyst class is: 101. (5) Reactant: Br[C:2]1[C:10]2[C:5](=[CH:6][C:7]([CH2:11][N:12]([CH:20]3[CH2:22][CH2:21]3)[C:13](=[O:19])[O:14][C:15]([CH3:18])([CH3:17])[CH3:16])=[CH:8][CH:9]=2)[N:4]([CH2:23][CH2:24][CH2:25][O:26][CH3:27])[N:3]=1.[CH:28]1([B-](F)(F)F)[CH2:30][CH2:29]1.[K+].P([O-])([O-])([O-])=O.[K+].[K+].[K+].O. Product: [CH:20]1([N:12]([CH2:11][C:7]2[CH:6]=[C:5]3[C:10]([C:2]([CH:28]4[CH2:30][CH2:29]4)=[N:3][N:4]3[CH2:23][CH2:24][CH2:25][O:26][CH3:27])=[CH:9][CH:8]=2)[C:13](=[O:19])[O:14][C:15]([CH3:18])([CH3:17])[CH3:16])[CH2:22][CH2:21]1. The catalyst class is: 109. (6) Reactant: C(OC([NH:11][C@H:12]([CH3:22])[CH2:13][CH2:14][C:15]([O:17][C:18]([CH3:21])([CH3:20])[CH3:19])=[O:16])=O)C1C=CC=CC=1. Product: [NH2:11][C@H:12]([CH3:22])[CH2:13][CH2:14][C:15]([O:17][C:18]([CH3:21])([CH3:20])[CH3:19])=[O:16]. The catalyst class is: 19. (7) Reactant: Br[C:2]1[CH:7]=[CH:6][C:5]([CH2:8][C@@H:9]([NH:16][C:17]([O:19][C:20]([CH3:23])([CH3:22])[CH3:21])=[O:18])[CH2:10][C:11]([O:13][CH2:14][CH3:15])=[O:12])=[CH:4][CH:3]=1.[F:24][C:25]1[CH:26]=[CH:27][C:28]([O:34][CH3:35])=[C:29](B(O)O)[CH:30]=1.C([O-])([O-])=O.[Na+].[Na+]. Product: [C:20]([O:19][C:17]([NH:16][C@H:9]([CH2:8][C:5]1[CH:6]=[CH:7][C:2]([C:27]2[CH:26]=[C:25]([F:24])[CH:30]=[CH:29][C:28]=2[O:34][CH3:35])=[CH:3][CH:4]=1)[CH2:10][C:11]([O:13][CH2:14][CH3:15])=[O:12])=[O:18])([CH3:23])([CH3:22])[CH3:21]. The catalyst class is: 11. (8) Reactant: C(OC(=O)[NH:7][C@@H:8]1[C:14](=[O:15])[N:13]([CH2:16][C:17]([F:20])([F:19])[F:18])[C:12]2[CH:21]=[C:22]([F:25])[CH:23]=[CH:24][C:11]=2[O:10][C@@H:9]1[CH3:26])(C)(C)C.FC(F)(F)C(O)=O. Product: [NH2:7][C@@H:8]1[C:14](=[O:15])[N:13]([CH2:16][C:17]([F:18])([F:20])[F:19])[C:12]2[CH:21]=[C:22]([F:25])[CH:23]=[CH:24][C:11]=2[O:10][C@@H:9]1[CH3:26]. The catalyst class is: 4. (9) Product: [Br:1][C:2]1[CH:11]=[CH:10][C:9]2[C:4](=[CH:5][CH:6]=[C:7]([O:12][CH2:19][CH2:18][CH:13]3[CH2:17][CH2:16][CH2:15][CH2:14]3)[CH:8]=2)[CH:3]=1. The catalyst class is: 1. Reactant: [Br:1][C:2]1[CH:3]=[C:4]2[C:9](=[CH:10][CH:11]=1)[CH:8]=[C:7]([OH:12])[CH:6]=[CH:5]2.[CH:13]1([CH:18](O)[CH3:19])[CH2:17][CH2:16][CH2:15][CH2:14]1.C1(P(C2C=CC=CC=2)C2C=CC=CC=2)C=CC=CC=1.N(C(OC(C)C)=O)=NC(OC(C)C)=O. (10) Product: [NH2:1][C:2]1[N:10]=[C:9]2[C:5]([N:6]=[CH:7][N:8]2[C@@H:11]2[O:17][C@H:16]([CH2:18][OH:19])[C@@H:14]([OH:15])[C@@:12]2([CH3:20])[OH:13])=[C:4]([NH:25][CH2:26][C:27]([NH2:29])=[O:28])[N:3]=1. Reactant: [NH2:1][C:2]1[N:10]=[C:9]2[C:5]([N:6]=[CH:7][N:8]2[C@@H:11]2[O:17][C@H:16]([CH2:18][OH:19])[C@@H:14]([OH:15])[C@@:12]2([CH3:20])[OH:13])=[C:4](Cl)[N:3]=1.CO.Cl.[NH2:25][CH2:26][C:27]([NH2:29])=[O:28]. The catalyst class is: 66.